The task is: Predict the reaction yield, written as a fraction of the theoretical maximum amount of product (1.0 means a 100% yield; for example, 0.34 means a 34% yield).. This data is from Reaction yield outcomes from USPTO patents with 853,638 reactions. (1) The reactants are [Br:1][C:2]1[S:3][C:4]([C:7]2[C:8]3[CH:15]=[CH:14][N:13](COCC[Si](C)(C)C)[C:9]=3[N:10]=[CH:11][N:12]=2)=[CH:5][N:6]=1. The catalyst is C(Cl)Cl.C(O)(C(F)(F)F)=O. The product is [Br:1][C:2]1[S:3][C:4]([C:7]2[C:8]3[CH:15]=[CH:14][NH:13][C:9]=3[N:10]=[CH:11][N:12]=2)=[CH:5][N:6]=1. The yield is 0.720. (2) The catalyst is O1CCOCC1.C(N(CC)C(=O)C)C. The yield is 0.120. The product is [Cl:41][C:40]1[C:35]([N:29]2[CH2:30][CH2:31][C:20]3[C:19]([NH:18][C:15]4[CH:16]=[CH:17][C:12]([C:11]([F:10])([F:32])[F:33])=[CH:13][CH:14]=4)=[N:24][C:23]([CH2:25][O:26][CH3:27])=[N:22][C:21]=3[CH2:28]2)=[N:36][CH:37]=[CH:38][CH:39]=1. The reactants are C(N(C(C)C)CC)(C)C.[F:10][C:11]([F:33])([F:32])[C:12]1[CH:17]=[CH:16][C:15]([NH:18][C:19]2[C:20]3[CH2:31][CH2:30][NH:29][CH2:28][C:21]=3[N:22]=[C:23]([CH2:25][O:26][CH3:27])[N:24]=2)=[CH:14][CH:13]=1.Cl[C:35]1[C:40]([Cl:41])=[CH:39][CH:38]=[CH:37][N:36]=1. (3) The reactants are [F:1][C:2]1[CH:7]=[CH:6][CH:5]=[C:4]([F:8])[C:3]=1[N:9]1[C:14]2[N:15]=[C:16](S(C)=O)[N:17]=[C:18]([C:19]3[CH:20]=[C:21]([CH:28]=[CH:29][C:30]=3[CH3:31])[C:22]([NH:24][CH:25]([CH3:27])[CH3:26])=[O:23])[C:13]=2[CH2:12][NH:11][C:10]1=[O:35].[CH2:36]([N:40]([CH2:45][CH2:46][CH2:47][CH3:48])[CH2:41][CH2:42][CH2:43][NH2:44])[CH2:37][CH2:38][CH3:39]. The catalyst is C1COCC1. The product is [CH2:36]([N:40]([CH2:45][CH2:46][CH2:47][CH3:48])[CH2:41][CH2:42][CH2:43][NH:44][C:16]1[N:17]=[C:18]([C:19]2[CH:20]=[C:21]([CH:28]=[CH:29][C:30]=2[CH3:31])[C:22]([NH:24][CH:25]([CH3:27])[CH3:26])=[O:23])[C:13]2[CH2:12][NH:11][C:10](=[O:35])[N:9]([C:3]3[C:2]([F:1])=[CH:7][CH:6]=[CH:5][C:4]=3[F:8])[C:14]=2[N:15]=1)[CH2:37][CH2:38][CH3:39]. The yield is 0.960. (4) The reactants are [CH2:1]([C:5]1[N:6]=[C:7]([CH3:27])[NH:8][C:9](=[O:26])[C:10]=1[CH2:11][C:12]1[CH:17]=[CH:16][C:15]([C:18]2[C:19]([C:24]#[N:25])=[CH:20][CH:21]=[CH:22][CH:23]=2)=[CH:14][CH:13]=1)[CH2:2][CH2:3][CH3:4].N(C(N1CCCCC1)=O)=NC(N1CCCCC1)=O.C(P(CCCC)CCCC)CCC.[Cl:59][C:60]1[CH:61]=[CH:62][C:63]2[S:67][CH:66]=[C:65]([CH2:68]O)[C:64]=2[CH:70]=1. The catalyst is C(OCC)(=O)C.O1CCCC1. The product is [CH2:1]([C:5]1[N:6]=[C:7]([CH3:27])[N:8]([CH2:68][C:65]2[C:64]3[CH:70]=[C:60]([Cl:59])[CH:61]=[CH:62][C:63]=3[S:67][CH:66]=2)[C:9](=[O:26])[C:10]=1[CH2:11][C:12]1[CH:17]=[CH:16][C:15]([C:18]2[C:19]([C:24]#[N:25])=[CH:20][CH:21]=[CH:22][CH:23]=2)=[CH:14][CH:13]=1)[CH2:2][CH2:3][CH3:4]. The yield is 0.550. (5) The reactants are [C:1]([O:5][C:6]([C:8]1[CH:9]=[C:10]([C:14]2[C:19]([CH3:20])=[CH:18][CH:17]=[CH:16][N+:15]=2[O-])[CH:11]=[CH:12][CH:13]=1)=[O:7])([CH3:4])([CH3:3])[CH3:2].[N:22]1C=CC=CC=1.CS(OS(C)(=O)=O)(=O)=O.C(CN)O. The catalyst is C(#N)C.O. The product is [C:1]([O:5][C:6](=[O:7])[C:8]1[CH:13]=[CH:12][CH:11]=[C:10]([C:14]2[C:19]([CH3:20])=[CH:18][CH:17]=[C:16]([NH2:22])[N:15]=2)[CH:9]=1)([CH3:4])([CH3:3])[CH3:2]. The yield is 0.530. (6) The reactants are [CH:1]1([NH:6][C:7]2[N:12]=[C:11]([C:13]3[C:14]([C:28]4[CH:33]=[CH:32][C:31]([O:34][CH3:35])=[CH:30][CH:29]=4)=[N:15][N:16]4[C:21]([NH:22][CH2:23][CH2:24][CH2:25][CH2:26][OH:27])=[CH:20][CH:19]=[CH:18][C:17]=34)[CH:10]=[CH:9][N:8]=2)[CH2:5][CH2:4][CH2:3][CH2:2]1.N1C=NN=N1.C(N(C(C)C)[P:45](=[O:62])([O:54][CH2:55][C:56]1[CH:61]=[CH:60][CH:59]=[CH:58][CH:57]=1)[O:46][CH2:47][C:48]1[CH:53]=[CH:52][CH:51]=[CH:50][CH:49]=1)(C)C.C(O)(=O)C.C(O)(=O)C.IC1C=CC=CC=1.S([O-])([O-])(=O)=S.[Na+].[Na+].C(=O)(O)[O-].[Na+]. The yield is 0.530. The product is [P:45]([O:27][CH2:26][CH2:25][CH2:24][CH2:23][NH:22][C:21]1[N:16]2[N:15]=[C:14]([C:28]3[CH:29]=[CH:30][C:31]([O:34][CH3:35])=[CH:32][CH:33]=3)[C:13]([C:11]3[CH:10]=[CH:9][N:8]=[C:7]([NH:6][CH:1]4[CH2:2][CH2:3][CH2:4][CH2:5]4)[N:12]=3)=[C:17]2[CH:18]=[CH:19][CH:20]=1)([O:46][CH2:47][C:48]1[CH:53]=[CH:52][CH:51]=[CH:50][CH:49]=1)([O:54][CH2:55][C:56]1[CH:61]=[CH:60][CH:59]=[CH:58][CH:57]=1)=[O:62]. The catalyst is ClCCl.